The task is: Predict the product of the given reaction.. This data is from Forward reaction prediction with 1.9M reactions from USPTO patents (1976-2016). (1) Given the reactants [CH2:1]([N:3]1[C:12]2[C:7](=[CH:8][C:9]([F:20])=[C:10]([N:14]3[CH2:19][CH2:18][NH:17][CH2:16][CH2:15]3)[C:11]=2[F:13])[C:6](=[O:21])[C:5]([C:22]([OH:24])=[O:23])=[CH:4]1)[CH3:2].Br[CH2:26][C:27]([C:29]1[CH:34]=[CH:33][C:32]([F:35])=[CH:31][CH:30]=1)=[O:28], predict the reaction product. The product is: [CH2:1]([N:3]1[C:12]2[C:7](=[CH:8][C:9]([F:20])=[C:10]([N:14]3[CH2:15][CH2:16][N:17]([CH2:26][C:27]([C:29]4[CH:34]=[CH:33][C:32]([F:35])=[CH:31][CH:30]=4)=[O:28])[CH2:18][CH2:19]3)[C:11]=2[F:13])[C:6](=[O:21])[C:5]([C:22]([OH:24])=[O:23])=[CH:4]1)[CH3:2]. (2) Given the reactants [C:1](#[N:5])[CH2:2][C:3]#[N:4].[H-].[Na+].[N:8]([C:11]1[CH:16]=[CH:15][CH:14]=[CH:13][CH:12]=1)=[C:9]=[S:10].I[CH3:18], predict the reaction product. The product is: [CH3:18][S:10][C:9]([NH:8][C:11]1[CH:16]=[CH:15][CH:14]=[CH:13][CH:12]=1)=[C:2]([C:1]#[N:5])[C:3]#[N:4].